Dataset: Reaction yield outcomes from USPTO patents with 853,638 reactions. Task: Predict the reaction yield, written as a fraction of the theoretical maximum amount of product (1.0 means a 100% yield; for example, 0.34 means a 34% yield). (1) The reactants are [NH2:1][C:2]1[C:11]2[C:6](=[C:7](I)[C:8]([F:12])=[CH:9][CH:10]=2)[N:5]=[N:4][C:3]=1[C:14]([NH:16][CH2:17][CH2:18][CH3:19])=[O:15].COCCOC.[CH3:26][O:27][C:28]1[CH:33]=[C:32]([O:34][CH3:35])[CH:31]=[CH:30][C:29]=1B(O)O.C(=O)([O-])[O-].[Cs+].[Cs+]. The catalyst is Cl[Pd](Cl)([P](C1C=CC=CC=1)(C1C=CC=CC=1)C1C=CC=CC=1)[P](C1C=CC=CC=1)(C1C=CC=CC=1)C1C=CC=CC=1.O.C(O)C. The product is [NH2:1][C:2]1[C:11]2[C:6](=[C:7]([C:31]3[CH:30]=[CH:29][C:28]([O:27][CH3:26])=[CH:33][C:32]=3[O:34][CH3:35])[C:8]([F:12])=[CH:9][CH:10]=2)[N:5]=[N:4][C:3]=1[C:14]([NH:16][CH2:17][CH2:18][CH3:19])=[O:15]. The yield is 0.630. (2) The reactants are [NH2:1][C:2]1[C:3]([C:14]([OH:16])=[O:15])=[N:4][C:5]2[C:10]([CH:11]=1)=[CH:9][CH:8]=[C:7]([CH:12]=[CH2:13])[CH:6]=2.[OH-].[Na+].Cl[C:20]([O:22][CH2:23][C:24]1[CH:29]=[CH:28][CH:27]=[CH:26][CH:25]=1)=[O:21]. The catalyst is O. The product is [CH2:23]([O:22][C:20]([NH:1][C:2]1[C:3]([C:14]([OH:16])=[O:15])=[N:4][C:5]2[C:10]([CH:11]=1)=[CH:9][CH:8]=[C:7]([CH:12]=[CH2:13])[CH:6]=2)=[O:21])[C:24]1[CH:29]=[CH:28][CH:27]=[CH:26][CH:25]=1. The yield is 0.920. (3) The catalyst is CN(C=O)C. The reactants are BrC[CH2:3][C:4]1[CH:11]=[CH:10][C:7]([CH:8]=[O:9])=[CH:6][CH:5]=1.C([O-])([O-])=O.[K+].[K+].[CH:18]([N:21]1[CH2:26][CH2:25][NH:24][CH2:23][CH2:22]1)([CH3:20])[CH3:19]. The yield is 0.970. The product is [CH:18]([N:21]1[CH2:26][CH2:25][N:24]([CH2:3][C:4]2[CH:5]=[CH:6][C:7]([CH:8]=[O:9])=[CH:10][CH:11]=2)[CH2:23][CH2:22]1)([CH3:20])[CH3:19]. (4) The reactants are [O:1]1[C:6]2[CH:7]=[CH:8][C:9](C=O)=[CH:10][C:5]=2[O:4][CH2:3][CH2:2]1.C1C=C(Cl)C=C(C(OO)=[O:21])C=1.C([O-])(O)=O.[Na+]. The catalyst is C(Cl)Cl. The product is [O:1]1[C:6]2[CH:7]=[CH:8][C:9]([OH:21])=[CH:10][C:5]=2[O:4][CH2:3][CH2:2]1. The yield is 0.940.